From a dataset of Reaction yield outcomes from USPTO patents with 853,638 reactions. Predict the reaction yield, written as a fraction of the theoretical maximum amount of product (1.0 means a 100% yield; for example, 0.34 means a 34% yield). (1) The reactants are [F:1][C:2]1([F:28])[C:8]([CH3:10])([CH3:9])[O:7][CH2:6][C:5](=O)[NH:4][C@@:3]1([C:13]1[CH:18]=[C:17]([C:19]#[C:20][C:21]2[N:22]=[C:23]([CH3:26])[S:24][CH:25]=2)[CH:16]=[CH:15][C:14]=1[F:27])[CH3:12].COC1C=CC(P2(SP(C3C=CC(OC)=CC=3)(=S)S2)=[S:38])=CC=1. The catalyst is O1CCOCC1. The product is [F:1][C:2]1([F:28])[C:8]([CH3:10])([CH3:9])[O:7][CH2:6][C:5](=[S:38])[NH:4][C@@:3]1([C:13]1[CH:18]=[C:17]([C:19]#[C:20][C:21]2[N:22]=[C:23]([CH3:26])[S:24][CH:25]=2)[CH:16]=[CH:15][C:14]=1[F:27])[CH3:12]. The yield is 0.940. (2) The product is [F:1][C:2]1[CH:13]=[CH:12][C:5]([C:6]([N:8]([O:10][CH3:11])[CH3:9])=[O:7])=[CH:4][C:3]=1[O:14][CH:15]([CH3:17])[CH3:16]. The catalyst is C(Cl)Cl.O. The yield is 1.00. The reactants are [F:1][C:2]1[CH:13]=[CH:12][C:5]([C:6]([N:8]([O:10][CH3:11])[CH3:9])=[O:7])=[CH:4][C:3]=1[OH:14].[CH:15](I)([CH3:17])[CH3:16].C([O-])([O-])=O.[Cs+].[Cs+].CN(C=O)C. (3) The product is [CH3:24][C:23]1[CH:22]=[C:21]([CH3:25])[NH:20][C:19](=[O:26])[C:18]=1[CH2:17][NH:16][C:14]([C:4]1[C:5]2[CH:10]=[N:9][N:8]([CH:11]([CH3:13])[CH3:12])[C:6]=2[N:7]=[C:2]([C:39]2[CH:38]=[CH:37][C:36]([C:34]([N:31]3[CH2:32][CH2:33][N:28]([CH3:27])[CH2:29][CH2:30]3)=[O:35])=[CH:41][CH:40]=2)[CH:3]=1)=[O:15]. The reactants are Br[C:2]1[CH:3]=[C:4]([C:14]([NH:16][CH2:17][C:18]2[C:19](=[O:26])[NH:20][C:21]([CH3:25])=[CH:22][C:23]=2[CH3:24])=[O:15])[C:5]2[CH:10]=[N:9][N:8]([CH:11]([CH3:13])[CH3:12])[C:6]=2[N:7]=1.[CH3:27][N:28]1[CH2:33][CH2:32][N:31]([C:34]([C:36]2[CH:41]=[CH:40][C:39](B3OC(C)(C)C(C)(C)O3)=[CH:38][CH:37]=2)=[O:35])[CH2:30][CH2:29]1.C([O-])([O-])=O.[Na+].[Na+].CCOC(C)=O. The catalyst is O1CCOCC1.O.C1C=CC([P]([Pd]([P](C2C=CC=CC=2)(C2C=CC=CC=2)C2C=CC=CC=2)([P](C2C=CC=CC=2)(C2C=CC=CC=2)C2C=CC=CC=2)[P](C2C=CC=CC=2)(C2C=CC=CC=2)C2C=CC=CC=2)(C2C=CC=CC=2)C2C=CC=CC=2)=CC=1. The yield is 0.330. (4) The product is [Cl:12][C:10]1[CH:11]=[C:2]2[C:3]([C:4]([OH:6])=[C:13]([C:19]([O:21][CH3:22])=[O:20])[C:14]([C:15]([O:17][CH3:18])=[O:16])=[N:1]2)=[CH:8][CH:9]=1. The catalyst is C(O)(C)(C)C. The reactants are [NH2:1][C:2]1[CH:11]=[C:10]([Cl:12])[CH:9]=[CH:8][C:3]=1[C:4]([O:6]C)=O.[C:13]([C:19]([O:21][CH3:22])=[O:20])#[C:14][C:15]([O:17][CH3:18])=[O:16].CC(C)([O-])C.[K+]. The yield is 0.470. (5) The reactants are [Cl:1][C:2]1[CH:36]=[CH:35][C:5]([CH2:6][CH:7]2[CH2:12][CH2:11][N:10]([C@@H:13]3[CH2:17][C@@H:16]([OH:18])[CH2:15][C@H:14]3[NH:19][C:20]([NH:22][C:23]3[CH:28]=[C:27]([O:29][CH3:30])[C:26]([O:31][CH3:32])=[C:25]([O:33][CH3:34])[CH:24]=3)=[O:21])[CH2:9][CH2:8]2)=[CH:4][CH:3]=1.Cl.CCOCC. The catalyst is C(Cl)Cl. The product is [ClH:1].[Cl:1][C:2]1[CH:36]=[CH:35][C:5]([CH2:6][CH:7]2[CH2:8][CH2:9][N:10]([C@@H:13]3[CH2:17][C@@H:16]([OH:18])[CH2:15][C@H:14]3[NH:19][C:20]([NH:22][C:23]3[CH:24]=[C:25]([O:33][CH3:34])[C:26]([O:31][CH3:32])=[C:27]([O:29][CH3:30])[CH:28]=3)=[O:21])[CH2:11][CH2:12]2)=[CH:4][CH:3]=1. The yield is 1.00. (6) The reactants are O.[SH-].[Na+].[CH3:4][C:5]1([CH3:14])[O:9][N:8]=[C:7]([S:10]([CH3:13])(=O)=O)[CH2:6]1.C(=O)([O-])[O-].[K+].[K+].C(S([O-])=O)O.[Na+].BrC[C:29]1[C:30]([C:35]([F:38])([F:37])[F:36])=[N:31][O:32][C:33]=1[CH3:34]. The catalyst is CN(C)C=O.O. The product is [CH3:4][C:5]1([CH3:14])[O:9][N:8]=[C:7]([S:10][CH2:13][C:29]2[C:30]([C:35]([F:38])([F:37])[F:36])=[N:31][O:32][C:33]=2[CH3:34])[CH2:6]1. The yield is 0.700.